Dataset: Forward reaction prediction with 1.9M reactions from USPTO patents (1976-2016). Task: Predict the product of the given reaction. (1) The product is: [CH3:53][C:54]1[C:58]([NH:59][C:6](=[O:8])[C:5]2[CH:9]=[CH:10][C:2]([CH3:1])=[C:3]([B:11]3[O:12][C:13]([CH3:19])([CH3:18])[C:14]([CH3:16])([CH3:17])[O:15]3)[CH:4]=2)=[C:57]([CH3:60])[O:56][N:55]=1. Given the reactants [CH3:1][C:2]1[CH:10]=[CH:9][C:5]([C:6]([OH:8])=O)=[CH:4][C:3]=1[B:11]1[O:15][C:14]([CH3:17])([CH3:16])[C:13]([CH3:19])([CH3:18])[O:12]1.CCN(C(C)C)C(C)C.CN(C(ON1N=NC2C=CC=NC1=2)=[N+](C)C)C.F[P-](F)(F)(F)(F)F.[CH3:53][C:54]1[C:58]([NH2:59])=[C:57]([CH3:60])[O:56][N:55]=1, predict the reaction product. (2) Given the reactants [CH3:1][C:2]1[CH:3]=[C:4]([CH:8]=[CH:9][C:10]=1[CH3:11])[C:5]([OH:7])=O.CN(C(ON1N=NC2C=CC=NC1=2)=[N+](C)C)C.F[P-](F)(F)(F)(F)F.CCN(C(C)C)C(C)C.[I-].[CH2:46]([N+:50]1[N:54]=[C:53]([CH3:55])[S:52][C:51]=1[CH3:56])[CH2:47][CH2:48][CH3:49], predict the reaction product. The product is: [CH2:46]([N:50]1[N:54]=[C:53]([CH3:55])[S:52]/[C:51]/1=[CH:56]\[C:5]([C:4]1[CH:8]=[CH:9][C:10]([CH3:11])=[C:2]([CH3:1])[CH:3]=1)=[O:7])[CH2:47][CH2:48][CH3:49]. (3) Given the reactants [Br:1][C:2]1[N:7]=[C:6]([C:8]([OH:10])=O)[CH:5]=[CH:4][CH:3]=1.[CH3:11][N:12]([CH3:16])[CH2:13][CH2:14][NH2:15], predict the reaction product. The product is: [CH3:11][N:12]([CH3:16])[CH2:13][CH2:14][NH:15][C:8]([C:6]1[CH:5]=[CH:4][CH:3]=[C:2]([Br:1])[N:7]=1)=[O:10].